Predict the reaction yield, written as a fraction of the theoretical maximum amount of product (1.0 means a 100% yield; for example, 0.34 means a 34% yield). From a dataset of Reaction yield outcomes from USPTO patents with 853,638 reactions. (1) The reactants are [F:1][C:2]1[CH:24]=[N:23][C:5]2[N:6](COCC[Si](C)(C)C)[C:7]3[CH:12]=[N:11][C:10]([C:13]#[N:14])=[CH:9][C:8]=3[C:4]=2[C:3]=1[N:25]1[CH2:29][CH2:28][C@H:27]([N:30]([CH2:38][CH3:39])C(=O)OC(C)(C)C)[CH2:26]1.Br.[OH-].[Na+].Cl. The catalyst is O1CCOCC1. The product is [F:1][C:2]1[CH:24]=[N:23][C:5]2[NH:6][C:7]3[CH:12]=[N:11][C:10]([C:13]#[N:14])=[CH:9][C:8]=3[C:4]=2[C:3]=1[N:25]1[CH2:29][CH2:28][C@H:27]([NH:30][CH2:38][CH3:39])[CH2:26]1. The yield is 0.300. (2) The reactants are [N+]([N:4]1[CH:12]=[C:11]2[C:6]([CH:7]=[CH:8][C:9]([N+:13]([O-:15])=[O:14])=[CH:10]2)=[N:5]1)([O-])=O.[NH2:16][CH2:17][CH2:18][N:19]1[CH2:24][CH2:23][CH2:22][CH2:21][CH2:20]1. The catalyst is C1COCC1. The product is [N:19]1([CH2:18][CH2:17][NH:16][C:12]2[C:11]3[C:6](=[CH:7][CH:8]=[C:9]([N+:13]([O-:15])=[O:14])[CH:10]=3)[NH:5][N:4]=2)[CH2:24][CH2:23][CH2:22][CH2:21][CH2:20]1. The yield is 0.140. (3) The reactants are [NH2:1][C:2]1[C:7]([NH2:8])=[C:6]([NH:9][C@@H:10]2[C@@H:15]3[CH2:16][C@@H:12]([CH:13]=[CH:14]3)[C@@H:11]2[C:17]([NH2:19])=[O:18])[C:5]([Cl:20])=[CH:4][N:3]=1.[OH:21][C@H:22]([CH2:40][O:41][CH3:42])[CH2:23][N:24]1[CH2:29][CH2:28][CH:27]([C:30]2[CH:37]=[CH:36][C:33]([CH:34]=O)=[C:32]([O:38][CH3:39])[CH:31]=2)[CH2:26][CH2:25]1. No catalyst specified. The product is [Cl:20][C:5]1[C:6]([NH:9][C@@H:10]2[C@@H:15]3[CH2:16][C@@H:12]([CH:13]=[CH:14]3)[C@@H:11]2[C:17]([NH2:19])=[O:18])=[C:7]2[N:8]=[C:34]([C:33]3[CH:36]=[CH:37][C:30]([CH:27]4[CH2:26][CH2:25][N:24]([CH2:23][C@H:22]([OH:21])[CH2:40][O:41][CH3:42])[CH2:29][CH2:28]4)=[CH:31][C:32]=3[O:38][CH3:39])[NH:1][C:2]2=[N:3][CH:4]=1. The yield is 0.470.